This data is from NCI-60 drug combinations with 297,098 pairs across 59 cell lines. The task is: Regression. Given two drug SMILES strings and cell line genomic features, predict the synergy score measuring deviation from expected non-interaction effect. (1) Drug 1: CCC1(CC2CC(C3=C(CCN(C2)C1)C4=CC=CC=C4N3)(C5=C(C=C6C(=C5)C78CCN9C7C(C=CC9)(C(C(C8N6C=O)(C(=O)OC)O)OC(=O)C)CC)OC)C(=O)OC)O.OS(=O)(=O)O. Drug 2: B(C(CC(C)C)NC(=O)C(CC1=CC=CC=C1)NC(=O)C2=NC=CN=C2)(O)O. Cell line: OVCAR3. Synergy scores: CSS=70.6, Synergy_ZIP=-2.76, Synergy_Bliss=-5.28, Synergy_Loewe=-6.39, Synergy_HSA=-3.77. (2) Drug 1: CC1=C(C=C(C=C1)NC2=NC=CC(=N2)N(C)C3=CC4=NN(C(=C4C=C3)C)C)S(=O)(=O)N.Cl. Drug 2: CC12CCC3C(C1CCC2=O)CC(=C)C4=CC(=O)C=CC34C. Cell line: NCI-H460. Synergy scores: CSS=7.25, Synergy_ZIP=3.05, Synergy_Bliss=0.600, Synergy_Loewe=-25.5, Synergy_HSA=-1.63. (3) Drug 1: COC1=CC(=CC(=C1O)OC)C2C3C(COC3=O)C(C4=CC5=C(C=C24)OCO5)OC6C(C(C7C(O6)COC(O7)C8=CC=CS8)O)O. Drug 2: CC1CCC2CC(C(=CC=CC=CC(CC(C(=O)C(C(C(=CC(C(=O)CC(OC(=O)C3CCCCN3C(=O)C(=O)C1(O2)O)C(C)CC4CCC(C(C4)OC)O)C)C)O)OC)C)C)C)OC. Cell line: RPMI-8226. Synergy scores: CSS=59.8, Synergy_ZIP=-6.64, Synergy_Bliss=-8.46, Synergy_Loewe=1.38, Synergy_HSA=2.69. (4) Drug 1: CCC1(CC2CC(C3=C(CCN(C2)C1)C4=CC=CC=C4N3)(C5=C(C=C6C(=C5)C78CCN9C7C(C=CC9)(C(C(C8N6C)(C(=O)OC)O)OC(=O)C)CC)OC)C(=O)OC)O.OS(=O)(=O)O. Drug 2: CCN(CC)CCCC(C)NC1=C2C=C(C=CC2=NC3=C1C=CC(=C3)Cl)OC. Cell line: SK-MEL-28. Synergy scores: CSS=-1.26, Synergy_ZIP=0.0775, Synergy_Bliss=1.03, Synergy_Loewe=-2.28, Synergy_HSA=-2.23. (5) Synergy scores: CSS=16.1, Synergy_ZIP=-6.47, Synergy_Bliss=0.744, Synergy_Loewe=-11.8, Synergy_HSA=0.0320. Drug 2: C1=CN(C=N1)CC(O)(P(=O)(O)O)P(=O)(O)O. Cell line: 786-0. Drug 1: C1C(C(OC1N2C=NC3=C(N=C(N=C32)Cl)N)CO)O.